Dataset: Full USPTO retrosynthesis dataset with 1.9M reactions from patents (1976-2016). Task: Predict the reactants needed to synthesize the given product. (1) Given the product [C:2]([C:6]1[CH:27]=[CH:26][CH:25]=[CH:24][C:7]=1[O:8][CH2:9][CH2:10][N:11]([CH3:23])[C:12]([C:14]1[C:18]2[CH2:19][N:20]([S:29]([CH3:28])(=[O:31])=[O:30])[CH2:21][CH2:22][C:17]=2[NH:16][N:15]=1)=[O:13])([CH3:5])([CH3:3])[CH3:4], predict the reactants needed to synthesize it. The reactants are: Cl.[C:2]([C:6]1[CH:27]=[CH:26][CH:25]=[CH:24][C:7]=1[O:8][CH2:9][CH2:10][N:11]([CH3:23])[C:12]([C:14]1[C:18]2[CH2:19][NH:20][CH2:21][CH2:22][C:17]=2[NH:16][N:15]=1)=[O:13])([CH3:5])([CH3:4])[CH3:3].[CH3:28][S:29](Cl)(=[O:31])=[O:30]. (2) Given the product [OH:8][C@@H:9]1[CH2:13][CH2:12][C@H:11]([CH2:14][PH:15](=[O:20])[O:16][CH:17]([CH3:18])[CH3:19])[CH2:10]1, predict the reactants needed to synthesize it. The reactants are: [Si]([O:8][C@@H:9]1[CH2:13][CH2:12][C@H:11]([CH2:14][PH:15](=[O:20])[O:16][CH:17]([CH3:19])[CH3:18])[CH2:10]1)(C(C)(C)C)(C)C.[F-].C([N+](CCCC)(CCCC)CCCC)CCC. (3) The reactants are: [O:1]=[C:2]1[NH:7][CH2:6][CH2:5][N:4]([S:8]([C:11]2[CH:17]=[CH:16][C:14]([CH3:15])=[CH:13][CH:12]=2)(=[O:10])=[O:9])[C@@H:3]1[CH2:18][C:19](O)=[O:20].[NH2:22][C@@H:23]1[CH2:32][CH2:31][CH2:30][C:29]2[CH:28]=[C:27](/[CH:33]=[CH:34]/[C:35]#[N:36])[CH:26]=[CH:25][C:24]1=2.CN(C(ON1N=NC2C=CC=NC1=2)=[N+](C)C)C.F[P-](F)(F)(F)(F)F.CCN=C=NCCCN(C)C.CCN(C(C)C)C(C)C. Given the product [C:35](/[CH:34]=[CH:33]/[C:27]1[CH:28]=[C:29]2[C:24](=[CH:25][CH:26]=1)[C@H:23]([NH:22][C:19](=[O:20])[CH2:18][C@@H:3]1[C:2](=[O:1])[NH:7][CH2:6][CH2:5][N:4]1[S:8]([C:11]1[CH:12]=[CH:13][C:14]([CH3:15])=[CH:16][CH:17]=1)(=[O:9])=[O:10])[CH2:32][CH2:31][CH2:30]2)#[N:36], predict the reactants needed to synthesize it.